Dataset: NCI-60 drug combinations with 297,098 pairs across 59 cell lines. Task: Regression. Given two drug SMILES strings and cell line genomic features, predict the synergy score measuring deviation from expected non-interaction effect. (1) Drug 1: CC12CCC(CC1=CCC3C2CCC4(C3CC=C4C5=CN=CC=C5)C)O. Drug 2: C1=C(C(=O)NC(=O)N1)N(CCCl)CCCl. Cell line: PC-3. Synergy scores: CSS=18.4, Synergy_ZIP=2.24, Synergy_Bliss=2.85, Synergy_Loewe=1.16, Synergy_HSA=3.88. (2) Drug 1: C1=CC(=CC=C1C#N)C(C2=CC=C(C=C2)C#N)N3C=NC=N3. Drug 2: C1=NC2=C(N=C(N=C2N1C3C(C(C(O3)CO)O)F)Cl)N. Cell line: PC-3. Synergy scores: CSS=2.72, Synergy_ZIP=-1.55, Synergy_Bliss=-1.13, Synergy_Loewe=-9.68, Synergy_HSA=-2.38. (3) Drug 1: CC1=C(C=C(C=C1)C(=O)NC2=CC(=CC(=C2)C(F)(F)F)N3C=C(N=C3)C)NC4=NC=CC(=N4)C5=CN=CC=C5. Drug 2: C#CCC(CC1=CN=C2C(=N1)C(=NC(=N2)N)N)C3=CC=C(C=C3)C(=O)NC(CCC(=O)O)C(=O)O. Cell line: HOP-92. Synergy scores: CSS=16.3, Synergy_ZIP=7.46, Synergy_Bliss=7.42, Synergy_Loewe=-9.58, Synergy_HSA=0.159. (4) Drug 1: CNC(=O)C1=CC=CC=C1SC2=CC3=C(C=C2)C(=NN3)C=CC4=CC=CC=N4. Drug 2: CC1=C(C=C(C=C1)NC2=NC=CC(=N2)N(C)C3=CC4=NN(C(=C4C=C3)C)C)S(=O)(=O)N.Cl. Cell line: SW-620. Synergy scores: CSS=-0.324, Synergy_ZIP=4.90, Synergy_Bliss=5.95, Synergy_Loewe=-9.49, Synergy_HSA=-4.90. (5) Drug 1: C1=CC=C(C=C1)NC(=O)CCCCCCC(=O)NO. Drug 2: CCC1(C2=C(COC1=O)C(=O)N3CC4=CC5=C(C=CC(=C5CN(C)C)O)N=C4C3=C2)O.Cl. Cell line: NCI-H460. Synergy scores: CSS=47.3, Synergy_ZIP=6.34, Synergy_Bliss=8.67, Synergy_Loewe=-26.1, Synergy_HSA=7.02. (6) Drug 1: CNC(=O)C1=CC=CC=C1SC2=CC3=C(C=C2)C(=NN3)C=CC4=CC=CC=N4. Drug 2: CN1C2=C(C=C(C=C2)N(CCCl)CCCl)N=C1CCCC(=O)O.Cl. Cell line: A549. Synergy scores: CSS=6.98, Synergy_ZIP=-2.00, Synergy_Bliss=1.77, Synergy_Loewe=-7.70, Synergy_HSA=0.631. (7) Drug 1: CC1=C2C(C(=O)C3(C(CC4C(C3C(C(C2(C)C)(CC1OC(=O)C(C(C5=CC=CC=C5)NC(=O)OC(C)(C)C)O)O)OC(=O)C6=CC=CC=C6)(CO4)OC(=O)C)O)C)O. Drug 2: C1CN(CCN1C(=O)CCBr)C(=O)CCBr. Cell line: MALME-3M. Synergy scores: CSS=18.0, Synergy_ZIP=-6.01, Synergy_Bliss=-5.62, Synergy_Loewe=-26.5, Synergy_HSA=-3.23. (8) Drug 1: CC1=C2C(C(=O)C3(C(CC4C(C3C(C(C2(C)C)(CC1OC(=O)C(C(C5=CC=CC=C5)NC(=O)OC(C)(C)C)O)O)OC(=O)C6=CC=CC=C6)(CO4)OC(=O)C)OC)C)OC. Drug 2: CC(C)CN1C=NC2=C1C3=CC=CC=C3N=C2N. Cell line: SW-620. Synergy scores: CSS=42.0, Synergy_ZIP=4.93, Synergy_Bliss=2.97, Synergy_Loewe=-27.4, Synergy_HSA=2.13. (9) Drug 1: CCC1(CC2CC(C3=C(CCN(C2)C1)C4=CC=CC=C4N3)(C5=C(C=C6C(=C5)C78CCN9C7C(C=CC9)(C(C(C8N6C=O)(C(=O)OC)O)OC(=O)C)CC)OC)C(=O)OC)O.OS(=O)(=O)O. Drug 2: CN(C(=O)NC(C=O)C(C(C(CO)O)O)O)N=O. Cell line: SNB-75. Synergy scores: CSS=7.13, Synergy_ZIP=-5.98, Synergy_Bliss=-7.35, Synergy_Loewe=-22.2, Synergy_HSA=-6.90.